Dataset: Catalyst prediction with 721,799 reactions and 888 catalyst types from USPTO. Task: Predict which catalyst facilitates the given reaction. Reactant: [CH2:1]([O:3][C:4]1[C:9]([NH:10][C:11](=[O:18])OCC(Cl)(Cl)Cl)=[CH:8][N:7]=[CH:6][N:5]=1)[CH3:2].[C:19]1([C:25]2[N:26]=[C:27]([N:30]3[CH2:35][CH2:34][NH:33][CH2:32][CH2:31]3)[S:28][CH:29]=2)[CH:24]=[CH:23][CH:22]=[CH:21][CH:20]=1.C(N(C(C)C)CC)(C)C.CS(C)=O. Product: [CH2:1]([O:3][C:4]1[C:9]([NH:10][C:11]([N:33]2[CH2:34][CH2:35][N:30]([C:27]3[S:28][CH:29]=[C:25]([C:19]4[CH:24]=[CH:23][CH:22]=[CH:21][CH:20]=4)[N:26]=3)[CH2:31][CH2:32]2)=[O:18])=[CH:8][N:7]=[CH:6][N:5]=1)[CH3:2]. The catalyst class is: 6.